Dataset: Reaction yield outcomes from USPTO patents with 853,638 reactions. Task: Predict the reaction yield, written as a fraction of the theoretical maximum amount of product (1.0 means a 100% yield; for example, 0.34 means a 34% yield). (1) The reactants are [CH3:1][O:2][C:3](=[O:34])[CH2:4][N:5]1[C:13]2[C:8](=[CH:9][C:10](Br)=[C:11]([S:14]([N:17]3[CH2:22][CH2:21][N:20]([C:23]4[CH:28]=[CH:27][C:26]([C:29]([F:32])([F:31])[F:30])=[CH:25][CH:24]=4)[CH2:19][CH2:18]3)(=[O:16])=[O:15])[CH:12]=2)[CH:7]=[CH:6]1.C(N(CC)CC)C. The catalyst is [Pd].[C]. The product is [CH3:1][O:2][C:3](=[O:34])[CH2:4][N:5]1[C:13]2[C:8](=[CH:9][CH:10]=[C:11]([S:14]([N:17]3[CH2:22][CH2:21][N:20]([C:23]4[CH:28]=[CH:27][C:26]([C:29]([F:32])([F:31])[F:30])=[CH:25][CH:24]=4)[CH2:19][CH2:18]3)(=[O:15])=[O:16])[CH:12]=2)[CH:7]=[CH:6]1. The yield is 0.830. (2) The reactants are [F:1][C:2]1[CH:3]=[CH:4][CH:5]=[C:6]2[C:10]=1[NH:9][C:8](=[O:11])[C:7]2([CH3:13])[CH3:12].[H-].[Na+].[F:16][C:17]1[CH:18]=[C:19]([CH:22]=[CH:23][CH:24]=1)[CH2:20]Br. The catalyst is CN(C)C=O. The product is [F:1][C:2]1[CH:3]=[CH:4][CH:5]=[C:6]2[C:10]=1[N:9]([CH2:20][C:19]1[CH:22]=[CH:23][CH:24]=[C:17]([F:16])[CH:18]=1)[C:8](=[O:11])[C:7]2([CH3:13])[CH3:12]. The yield is 0.810.